From a dataset of M1 muscarinic receptor agonist screen with 61,833 compounds. Binary Classification. Given a drug SMILES string, predict its activity (active/inactive) in a high-throughput screening assay against a specified biological target. (1) The molecule is Clc1cc(c(F)cc1)/C=N\n1c(SC)nnc1. The result is 0 (inactive). (2) The drug is S(=O)(=O)(NCC(=O)NC1CCCCCC1)c1ccc(cc1)C. The result is 0 (inactive). (3) The drug is O1CCN(Cc2n(c3c(n2)n(c(=O)[nH]c3=O)C)CC(OCC)=O)CC1. The result is 0 (inactive). (4) The result is 0 (inactive). The drug is O1CCN(CC1)CCNc1oc(nc1C#N)c1ccc(OCc2ccccc2)cc1.